This data is from Reaction yield outcomes from USPTO patents with 853,638 reactions. The task is: Predict the reaction yield, written as a fraction of the theoretical maximum amount of product (1.0 means a 100% yield; for example, 0.34 means a 34% yield). (1) The reactants are [S:1]1[CH2:6][CH:5]=[C:4](OS(C(F)(F)F)(=O)=O)[CH2:3][CH2:2]1.[B:15]1([B:15]2[O:20][CH2:19][C:18]([CH3:22])([CH3:21])[CH2:17][O:16]2)[O:20][CH2:19][C:18]([CH3:22])([CH3:21])[CH2:17][O:16]1.CC([O-])=O.[K+].CCOC(C)=O. The catalyst is O1CCOCC1.C1C=CC(P(C2C=CC=CC=2)[C-]2C=CC=C2)=CC=1.C1C=CC(P(C2C=CC=CC=2)[C-]2C=CC=C2)=CC=1.Cl[Pd]Cl.[Fe+2]. The product is [S:1]1[CH2:6][CH:5]=[C:4]([B:15]2[O:20][CH2:19][C:18]([CH3:22])([CH3:21])[CH2:17][O:16]2)[CH2:3][CH2:2]1. The yield is 0.820. (2) The reactants are [Cl:1][C:2]1[CH:10]=[CH:9][C:8]2[NH:7][C:6]3[CH2:11][CH2:12][N:13]([CH3:15])[CH2:14][C:5]=3[C:4]=2[CH:3]=1.C(=O)([O-])[O-].[K+].[K+].N1C2C(=CC=C3C=2N=CC=C3)C=CC=1.Br[C:37]#[C:38][C:39]1[CH:44]=[CH:43][C:42]([F:45])=[CH:41][CH:40]=1. The catalyst is C1(C)C=CC=CC=1.S([O-])([O-])(=O)=O.[Cu+2]. The product is [Cl:1][C:2]1[CH:10]=[CH:9][C:8]2[N:7]([C:37]#[C:38][C:39]3[CH:44]=[CH:43][C:42]([F:45])=[CH:41][CH:40]=3)[C:6]3[CH2:11][CH2:12][N:13]([CH3:15])[CH2:14][C:5]=3[C:4]=2[CH:3]=1. The yield is 0.160. (3) The reactants are [OH:1][C@@H:2]1[C@@H:8]([NH:9][C:10]([C@@H:12]([NH:17][C:18]([C:20]2[O:28][C:27]3[C:22](=[N:23][CH:24]=[CH:25][CH:26]=3)[C:21]=2[CH3:29])=[O:19])[CH2:13][CH:14]([CH3:16])[CH3:15])=[O:11])[CH2:7][CH2:6][C@@H:5]([CH3:30])[N:4]([S:31]([C:34]2[CH:39]=[CH:38][CH:37]=[CH:36][N:35]=2)(=[O:33])=[O:32])[CH2:3]1.C(OC(=O)C)(=O)C.C([O-])(O)=O.[Na+]. The catalyst is CS(C)=O. The product is [CH3:29][C:21]1[C:22]2=[N:23][CH:24]=[CH:25][CH:26]=[C:27]2[O:28][C:20]=1[C:18]([NH:17][C@H:12]([C:10]([NH:9][C@H:8]1[CH2:7][CH2:6][C@@H:5]([CH3:30])[N:4]([S:31]([C:34]2[CH:39]=[CH:38][CH:37]=[CH:36][N:35]=2)(=[O:33])=[O:32])[CH2:3][C:2]1=[O:1])=[O:11])[CH2:13][CH:14]([CH3:16])[CH3:15])=[O:19]. The yield is 0.800. (4) The catalyst is CO. The product is [NH2:28][S:25]([NH:24][CH2:23][CH2:22][CH2:21][NH:20][C:16]1[C:15]([C:10](=[N:11][OH:12])[NH:9][C:4]2[CH:5]=[CH:6][C:7]([F:8])=[C:2]([Br:1])[CH:3]=2)=[N:19][O:18][N:17]=1)(=[O:26])=[O:27]. The reactants are [Br:1][C:2]1[CH:3]=[C:4]([N:9]2C(=O)[O:12][N:11]=[C:10]2[C:15]2[C:16]([NH:20][CH2:21][CH2:22][CH2:23][NH:24][S:25]([NH2:28])(=[O:27])=[O:26])=[N:17][O:18][N:19]=2)[CH:5]=[CH:6][C:7]=1[F:8].[OH-].[Na+].C(O)(=O)C. The yield is 0.420. (5) The product is [Cl:1][C:2]1[CH:3]=[C:4]([NH:9][C:10]2[C:11]3[C:18](=[CH:20][C:22]4[NH:23][C:24]([CH:32]([CH3:34])[CH3:33])=[CH:25][C:26]=4[CH2:27][CH2:28][C:29]([OH:31])=[O:30])[C:17](=[O:19])[NH:16][C:12]=3[N:13]=[CH:14][N:15]=2)[CH:5]=[CH:6][C:7]=1[F:8]. The catalyst is N1CCCCC1.C(O)C. The yield is 0.710. The reactants are [Cl:1][C:2]1[CH:3]=[C:4]([NH:9][C:10]2[C:11]3[CH2:18][C:17](=[O:19])[NH:16][C:12]=3[N:13]=[CH:14][N:15]=2)[CH:5]=[CH:6][C:7]=1[F:8].[CH:20]([C:22]1[NH:23][C:24]([CH:32]([CH3:34])[CH3:33])=[CH:25][C:26]=1[CH2:27][CH2:28][C:29]([OH:31])=[O:30])=O. (6) The reactants are [CH3:1][O:2][C:3]1[CH:8]=[CH:7][C:6]([C:9]2[C:18]([C:19]3[CH:24]=[CH:23][C:22]([O:25][CH3:26])=[CH:21][CH:20]=3)=[N:17][C:16]3[C:11](=[CH:12][CH:13]=[C:14]([S:27](O)(=[O:29])=[O:28])[CH:15]=3)[N:10]=2)=[CH:5][CH:4]=1.[NH:31]1[CH2:36][CH2:35][O:34][CH2:33][CH2:32]1. No catalyst specified. The product is [CH3:1][O:2][C:3]1[CH:4]=[CH:5][C:6]([C:9]2[C:18]([C:19]3[CH:24]=[CH:23][C:22]([O:25][CH3:26])=[CH:21][CH:20]=3)=[N:17][C:16]3[C:11](=[CH:12][CH:13]=[C:14]([S:27]([N:31]4[CH2:36][CH2:35][O:34][CH2:33][CH2:32]4)(=[O:28])=[O:29])[CH:15]=3)[N:10]=2)=[CH:7][CH:8]=1. The yield is 0.340. (7) The reactants are [C:1]([OH:9])(=[O:8])[C:2]1[CH:7]=[CH:6][CH:5]=[CH:4][CH:3]=1.[Cl:10][S:11](O)(=[O:13])=[O:12]. No catalyst specified. The product is [Cl:10][S:11]([C:4]1[CH:3]=[C:2]([CH:7]=[CH:6][CH:5]=1)[C:1]([OH:9])=[O:8])(=[O:13])=[O:12]. The yield is 0.850. (8) The reactants are [C:1]([O:5][C:6]([NH:8][C@@H:9]([CH2:14][O:15][CH2:16][C@H:17]([CH2:28][C:29]1[CH:34]=[CH:33][CH:32]=[CH:31][CH:30]=1)[C@@H:18]([CH2:21][C:22]1[CH:27]=[CH:26][CH:25]=[CH:24][CH:23]=1)[CH:19]=[O:20])[C:10]([O:12][CH3:13])=[O:11])=[O:7])([CH3:4])([CH3:3])[CH3:2].[CH3:35][Mg]Br.C(=O)=O. The catalyst is C(Cl)Cl. The product is [C:1]([O:5][C:6]([NH:8][C@@H:9]([CH2:14][O:15][CH2:16][C@H:17]([CH2:28][C:29]1[CH:30]=[CH:31][CH:32]=[CH:33][CH:34]=1)[C@@H:18]([CH2:21][C:22]1[CH:27]=[CH:26][CH:25]=[CH:24][CH:23]=1)[C@H:19]([OH:20])[CH3:35])[C:10]([O:12][CH3:13])=[O:11])=[O:7])([CH3:4])([CH3:2])[CH3:3]. The yield is 0.790. (9) The reactants are [C-]#N.[K+].CC(C)(O)[C:6]#[N:7].[C:10]([O:14][C:15](=[O:39])[C:16]1[CH:21]=[CH:20][C:19]([C:22](=[O:37])/[CH:23]=[C:24](\[C:29]2[CH:34]=[C:33]([Cl:35])[CH:32]=[C:31]([Cl:36])[CH:30]=2)/[C:25]([F:28])([F:27])[F:26])=[CH:18][C:17]=1[CH3:38])([CH3:13])([CH3:12])[CH3:11].O. The catalyst is C1(C)C=CC=CC=1. The product is [C:10]([O:14][C:15](=[O:39])[C:16]1[CH:21]=[CH:20][C:19]([C:22](=[O:37])[CH2:23][C@:24]([C:6]#[N:7])([C:29]2[CH:34]=[C:33]([Cl:35])[CH:32]=[C:31]([Cl:36])[CH:30]=2)[C:25]([F:26])([F:28])[F:27])=[CH:18][C:17]=1[CH3:38])([CH3:13])([CH3:12])[CH3:11]. The yield is 0.660. (10) The reactants are [Cl:1][C:2]1[C:7]([NH2:8])=[CH:6][C:5]([C:9]2[C:10]([CH3:15])=[N:11][O:12][C:13]=2[CH3:14])=[CH:4][N:3]=1.[CH3:16][S:17]([C:20]1[CH:21]=[C:22](B(O)O)[CH:23]=[CH:24][CH:25]=1)(=[O:19])=[O:18]. No catalyst specified. The product is [Cl:1][C:2]1[C:7]([NH:8][C:24]2[CH:23]=[CH:22][CH:21]=[C:20]([S:17]([CH3:16])(=[O:19])=[O:18])[CH:25]=2)=[CH:6][C:5]([C:9]2[C:10]([CH3:15])=[N:11][O:12][C:13]=2[CH3:14])=[CH:4][N:3]=1. The yield is 0.210.